From a dataset of Forward reaction prediction with 1.9M reactions from USPTO patents (1976-2016). Predict the product of the given reaction. (1) Given the reactants [CH3:1][O:2][CH:3]1[O:9][C@H:8]([CH2:10]Cl)[C@@H:6]([OH:7])[C@H:4]1[OH:5].O.N.[H][H], predict the reaction product. The product is: [CH3:1][O:2][CH:3]1[O:9][C@H:8]([CH3:10])[C@@H:6]([OH:7])[C@H:4]1[OH:5]. (2) Given the reactants [CH2:1]([C:3]1[C:8](=[O:9])[NH:7][C:6]([CH3:10])=[C:5]([C:11]2[CH:16]=[CH:15][CH:14]=[C:13]([C:17]([OH:19])=O)[N:12]=2)[CH:4]=1)[CH3:2].[NH:20]1[CH2:24][CH2:23][CH2:22][CH2:21]1, predict the reaction product. The product is: [CH2:1]([C:3]1[C:8](=[O:9])[NH:7][C:6]([CH3:10])=[C:5]([C:11]2[CH:16]=[CH:15][CH:14]=[C:13]([C:17]([N:20]3[CH2:24][CH2:23][CH2:22][CH2:21]3)=[O:19])[N:12]=2)[CH:4]=1)[CH3:2]. (3) Given the reactants FC(F)(F)C(O)=O.[CH2:8]([NH:15][C:16]1[CH:28]=[C:27]([CH2:29][CH2:30][C:31]2[CH:36]=[CH:35][CH:34]=[CH:33][CH:32]=2)[CH:26]=[CH:25][C:17]=1[C:18]([O:20]C(C)(C)C)=[O:19])[C:9]1[CH:14]=[CH:13][CH:12]=[CH:11][CH:10]=1, predict the reaction product. The product is: [CH2:8]([NH:15][C:16]1[CH:28]=[C:27]([CH2:29][CH2:30][C:31]2[CH:36]=[CH:35][CH:34]=[CH:33][CH:32]=2)[CH:26]=[CH:25][C:17]=1[C:18]([OH:20])=[O:19])[C:9]1[CH:10]=[CH:11][CH:12]=[CH:13][CH:14]=1. (4) Given the reactants [CH2:1]([CH:4]1[N:10]2[C:11](=[O:14])[O:12][N:13]=[C:9]2[CH2:8][CH2:7][CH2:6][CH2:5]1)[CH:2]=[CH2:3].B.C(=O)(O)[O-:17].[Na+].OO, predict the reaction product. The product is: [OH:17][CH2:3][CH2:2][CH2:1][CH:4]1[N:10]2[C:11](=[O:14])[O:12][N:13]=[C:9]2[CH2:8][CH2:7][CH2:6][CH2:5]1. (5) Given the reactants Cl[C:2]1[C:11]2[C:6](=[CH:7][N:8]=[CH:9][CH:10]=2)[CH:5]=[C:4]([C:12]2[CH:17]=[CH:16][N:15]=[C:14]([Cl:18])[CH:13]=2)[N:3]=1.C(N(CC)CC)C.[C:26]([O:30][C:31]([N:33]1[CH2:38][CH2:37][NH:36][CH2:35][CH2:34]1)=[O:32])([CH3:29])([CH3:28])[CH3:27], predict the reaction product. The product is: [C:26]([O:30][C:31]([N:33]1[CH2:38][CH2:37][N:36]([C:2]2[C:11]3[C:6](=[CH:7][N:8]=[CH:9][CH:10]=3)[CH:5]=[C:4]([C:12]3[CH:17]=[CH:16][N:15]=[C:14]([Cl:18])[CH:13]=3)[N:3]=2)[CH2:35][CH2:34]1)=[O:32])([CH3:29])([CH3:27])[CH3:28]. (6) The product is: [CH3:16][O:15][C:14]1[C:8]2[N:7]=[N:6][C:5]3=[C:4]([CH3:21])[N:3]=[C:2]([C:25]4[CH:26]=[CH:27][N:28]=[CH:29][C:24]=4[O:23][CH3:22])[N:10]3[C:9]=2[CH:11]=[C:12]([C:17]([F:20])([F:19])[F:18])[CH:13]=1. Given the reactants Br[C:2]1[N:10]2[C:5]([N:6]=[N:7][C:8]3[C:14]([O:15][CH3:16])=[CH:13][C:12]([C:17]([F:20])([F:19])[F:18])=[CH:11][C:9]=32)=[C:4]([CH3:21])[N:3]=1.[CH3:22][O:23][C:24]1[CH:25]=[C:26](B(O)O)[CH:27]=[N:28][CH:29]=1.C(=O)([O-])[O-].[Na+].[Na+], predict the reaction product. (7) Given the reactants [Cl:1][C:2]1[CH:16]=[C:15]([N+:17]([O-:19])=[O:18])[C:14]([F:20])=[CH:13][C:3]=1[CH2:4]P(=O)(OCC)OCC.O=[C:22]1[CH2:27][CH2:26][N:25]([C:28]([O:30][C:31]([CH3:34])([CH3:33])[CH3:32])=[O:29])[CH2:24][CH2:23]1.[H-].[Na+], predict the reaction product. The product is: [Cl:1][C:2]1[CH:16]=[C:15]([N+:17]([O-:19])=[O:18])[C:14]([F:20])=[CH:13][C:3]=1[CH:4]=[C:22]1[CH2:27][CH2:26][N:25]([C:28]([O:30][C:31]([CH3:34])([CH3:33])[CH3:32])=[O:29])[CH2:24][CH2:23]1. (8) Given the reactants [CH3:1][O:2][C:3](=[O:25])[CH2:4][C:5]1[CH:6]=[C:7]([C:13]2[CH:18]=[CH:17][C:16]([C:19]([F:22])([F:21])[F:20])=[CH:15][C:14]=2[CH:23]=O)[C:8]([O:11][CH3:12])=[CH:9][CH:10]=1.[CH2:26]1[C:34]2[C:29](=[CH:30][CH:31]=[CH:32][CH:33]=2)[C@@H:28]([NH2:35])[C@H:27]1[OH:36].C([BH3-])#N.[Na+], predict the reaction product. The product is: [CH3:1][O:2][C:3](=[O:25])[CH2:4][C:5]1[CH:6]=[C:7]([C:13]2[CH:18]=[CH:17][C:16]([C:19]([F:21])([F:22])[F:20])=[CH:15][C:14]=2[CH2:23][NH:35][C@@H:28]2[C:29]3[C:34](=[CH:33][CH:32]=[CH:31][CH:30]=3)[CH2:26][C@@H:27]2[OH:36])[C:8]([O:11][CH3:12])=[CH:9][CH:10]=1. (9) Given the reactants C(OC([NH:8][C@H:9]1[CH2:14][CH2:13][C@H:12]([CH2:15][C:16]([NH:18][C@H:19]([B:32]2OC3C(C)(C4CC(C3)C4(C)C)[O:33]2)[CH2:20][C:21]2[C:22]([O:30]C)=[C:23]([CH:27]=[CH:28][CH:29]=2)[C:24]([OH:26])=[O:25])=[O:17])[CH2:11][CH2:10]1)=O)(C)(C)C.B(Cl)(Cl)Cl, predict the reaction product. The product is: [NH2:8][C@H:9]1[CH2:10][CH2:11][C@H:12]([CH2:15][C:16]([NH:18][C@H:19]2[CH2:20][C:21]3[CH:29]=[CH:28][CH:27]=[C:23]([C:24]([OH:26])=[O:25])[C:22]=3[O:30][B:32]2[OH:33])=[O:17])[CH2:13][CH2:14]1.